From a dataset of Experimentally validated miRNA-target interactions with 360,000+ pairs, plus equal number of negative samples. Binary Classification. Given a miRNA mature sequence and a target amino acid sequence, predict their likelihood of interaction. (1) The miRNA is hsa-miR-522-5p with sequence CUCUAGAGGGAAGCGCUUUCUG. The protein sequence of the target gene is MSPHPEAITDCVTLNTVGQLAEGGYPLRFSTLFQEQQKMNISQASVSFKDVTIEFTQEEWQQMAPVQKNLYRDVMLENYSNLVSVGYCCFKPEVIFKLEQGEEPWFSEEEFSNQSHPKDYRGDDLIKQNKKIKDKHLEQAICINNKTLTTEEEKVLGKPFTLHVAAVASTKMSCKCNSWEVNLQSISEFIINNRNYSTKKIGCGNVCENSPFKINFEKTQTGEKFYEHNKNMKALNYNENLPKHPKFQTLEQAFECNKIGKAFNDKANCVKHNSSHTGETSSKDDEFRKNCDKKTLFDHR.... Result: 0 (no interaction). (2) The miRNA is hsa-miR-302d-3p with sequence UAAGUGCUUCCAUGUUUGAGUGU. The protein sequence of the target gene is MRRLNRKKTLSLVKELDAFPKVPESYVETSASGGTVSLIAFTTMALLTIMEFSVYQDTWMKYEYEVDKDFSSKLRINIDITVAMKCQYVGADVLDLAETMVASADGLVYEPTVFDLSPQQKEWQRMLQLIQSRLQEEHSLQDVIFKSAFKSTSTALPPREDDSSQSPNACRIHGHLYVNKVAGNFHITVGKAIPHPRGHAHLAALVNHESYNFSHRIDHLSFGELVPAIINPLDGTEKIAIDHNQMFQYFITVVPTKLHTYKISADTHQFSVTERERIINHAAGSHGVSGIFMKYDLSSL.... Result: 1 (interaction). (3) Result: 1 (interaction). The miRNA is hsa-miR-122-5p with sequence UGGAGUGUGACAAUGGUGUUUG. The protein sequence of the target gene is MANKGNKKRRQFSLEEKMKVVGAVDSGKRKGDVAKEFGITPSTLSTFLKDRTKFEEKVREASVGPQRKRMRSALYDDIDKAVFAWFQEIHAKNILVTGSVIRKKALNLANMLGYDNFQASVGWLNRFRDRHGIALKAVCREDSDRLMNGLGIDKINEWHAGEIIKLIADYSPDDIFNADETGVFFQLLPQHTLAAKGDHCRGGKKAKQRLTALFCCNASGTEKMRPLIVGRSASPHCLKNIHSLPCDYRANQWAWMTRDLFNEWLMQVDARMKRAERRILLLIDNCSAHNMLPHLERIQV.... (4) The miRNA is mmu-miR-466i-3p with sequence AUACACACACACAUACACACUA. The protein sequence of the target gene is MSETAPAAPAAPAPVEKTPVKKKAKKTGAAAGKRKASGPPVSELITKAVAASKERSGVSLAALKKALAAAGYDVEKNNSRIKLGLKSLVSKGTLVQTKGTGASGSFKLNKKAASGEAKPKAKKAGAAKAKKPAGAAKKPKKATGAATPKKTAKKTPKKAKKPAAAAGAKKVSKSPKKVKAAKPKKAAKSPAKAKAPKAKASKPKASKPKATKAKKAAPRKK. Result: 1 (interaction). (5) The miRNA is hsa-miR-6726-5p with sequence CGGGAGCUGGGGUCUGCAGGU. The protein sequence of the target gene is MWILSNLMGTSEEGNLLSTVSPTVKALFGKTRVSPIFPFSPRSPFQPLIPRTPGSPWGPVGPASPLGPGFPIGPMGPGKPVGPKGPMLPLGPSGPVGPTSPLFPFCP. Result: 0 (no interaction). (6) The miRNA is cel-miR-267 with sequence CCCGUGAAGUGUCUGCUGCA. The protein sequence of the target gene is MKKQRKILWRKGIHLAFSEKWNTGFGGFKKFYFHQHLCILKAKLGRPVTWNRQLRHFQGRKKALQIQKTWIKDEPLCAKTKFNVATQNVSTLSSKVKRKDAKHFISSSKTLLRLQAEKLLSSAKNSDHEYCREKNLLKAVTDFPSNSALGQANGHRPRTDPQPSDFPMKFNGESQSPGESGTIVVTLNNHKRKGFCYGCCQGPEHHRNGGPLIPKKFQLNQHRRIKLSPLMMYEKLSMIRFRYRILRSQHFRTKSKVCKLRKAQRSWVQKVTGDHQETRRENGEGGSCSPFPSPEPKDPS.... Result: 0 (no interaction). (7) The miRNA is hsa-miR-587 with sequence UUUCCAUAGGUGAUGAGUCAC. The protein sequence of the target gene is MSSTPHDPFYSSPFGPFYRRHTPYMVQPEYRIYEMNKRLQSRTEDSDNLWWDAFATEFFEDDATLTLSFCLEDGPKRYTIGRTLIPRYFSTVFEGGVTDLYYILKHSKESYHNSSITVDCDQCTMVTQHGKPMFTKVCTEGRLILEFTFDDLMRIKTWHFTIRQYRELVPRSILAMHAQDPQVLDQLSKNITRMGLTNFTLNYLRLCVILEPMQELMSRHKTYNLSPRDCLKTCLFQKWQRMVAPPAEPTRQPTTKRRKRKNSTSSTSNSSAGNNANSTGSKKKTTAANLSLSSQVPDVM.... Result: 0 (no interaction).